From a dataset of Catalyst prediction with 721,799 reactions and 888 catalyst types from USPTO. Predict which catalyst facilitates the given reaction. Reactant: [CH3:1][C:2]1[CH:7]=[CH:6][CH:5]=[C:4]([CH3:8])[C:3]=1[NH:9][C:10](=[O:14])[CH2:11][CH2:12]Br.[C:15]([N:25]1[CH2:30][CH2:29][NH:28][CH2:27][CH2:26]1)([O:17][CH2:18][C:19]1[CH:24]=[CH:23][CH:22]=[CH:21][CH:20]=1)=[O:16].C(=O)([O-])[O-].[K+].[K+]. The catalyst class is: 21. Product: [CH3:1][C:2]1[CH:7]=[CH:6][CH:5]=[C:4]([CH3:8])[C:3]=1[NH:9][C:10](=[O:14])[CH2:11][CH2:12][N:28]1[CH2:27][CH2:26][N:25]([C:15]([O:17][CH2:18][C:19]2[CH:24]=[CH:23][CH:22]=[CH:21][CH:20]=2)=[O:16])[CH2:30][CH2:29]1.